Dataset: Catalyst prediction with 721,799 reactions and 888 catalyst types from USPTO. Task: Predict which catalyst facilitates the given reaction. (1) Reactant: [CH3:1][O:2][C:3]([C:5]1[CH:10]=[N:9][C:8]([CH:11]=O)=[CH:7][N:6]=1)=[O:4].[NH:13]1[CH2:18][CH2:17][CH2:16][CH2:15][CH2:14]1.[BH-](OC(C)=O)(OC(C)=O)OC(C)=O.[Na+]. Product: [CH3:1][O:2][C:3]([C:5]1[CH:10]=[N:9][C:8]([CH2:11][N:13]2[CH2:18][CH2:17][CH2:16][CH2:15][CH2:14]2)=[CH:7][N:6]=1)=[O:4]. The catalyst class is: 2. (2) Reactant: [OH:1][CH:2]([C:17]1[CH:22]=[CH:21][CH:20]=[CH:19][CH:18]=1)[CH2:3][NH:4][C:5]1[CH:13]=[CH:12][C:8]([C:9]([OH:11])=[O:10])=[CH:7][C:6]=1[N+:14]([O-:16])=[O:15].CC(OI1(OC(C)=O)(OC(C)=O)OC(=O)C2C=CC=CC1=2)=O. Product: [N+:14]([C:6]1[CH:7]=[C:8]([CH:12]=[CH:13][C:5]=1[NH:4][CH2:3][C:2](=[O:1])[C:17]1[CH:18]=[CH:19][CH:20]=[CH:21][CH:22]=1)[C:9]([OH:11])=[O:10])([O-:16])=[O:15]. The catalyst class is: 2. (3) Reactant: [NH2:1][C:2]1[CH:7]=[CH:6][N:5]=[C:4]([C:8]2[CH:9]=[C:10]([CH2:15][NH:16][S:17]([CH3:20])(=[O:19])=[O:18])[CH:11]=[C:12]([F:14])[CH:13]=2)[C:3]=1[N+:21]([O-])=O.[NH4+].[Cl-]. Product: [NH2:21][C:3]1[C:4]([C:8]2[CH:9]=[C:10]([CH:11]=[C:12]([F:14])[CH:13]=2)[CH2:15][NH:16][S:17]([CH3:20])(=[O:18])=[O:19])=[N:5][CH:6]=[CH:7][C:2]=1[NH2:1]. The catalyst class is: 415. (4) Reactant: [CH2:1]([N:4]([CH2:14][CH2:15][CH3:16])[C:5]([CH2:7][O:8][C:9](=[O:13])[CH2:10][CH2:11][NH2:12])=[O:6])[CH2:2][CH3:3].Cl[S:18]([C:21]1[CH:22]=[C:23]([CH:27]=[CH:28][CH:29]=1)[C:24]([OH:26])=[O:25])(=[O:20])=[O:19].O.Cl. Product: [CH2:14]([N:4]([CH2:1][CH2:2][CH3:3])[C:5]([CH2:7][O:8][C:9]([CH2:10][CH2:11][NH:12][S:18]([C:21]1[CH:22]=[C:23]([CH:27]=[CH:28][CH:29]=1)[C:24]([OH:26])=[O:25])(=[O:20])=[O:19])=[O:13])=[O:6])[CH2:15][CH3:16]. The catalyst class is: 64. (5) Product: [F:23][C:6]1[CH:5]=[C:4]([CH2:3][C@@H:2]([OH:1])[CH2:24][OH:25])[CH:9]=[N:8][C:7]=1[N:10]1[CH2:11][CH2:12][NH:13][CH2:14][CH2:15]1. Reactant: [OH:1][C@@H:2]([CH2:24][OH:25])[CH2:3][C:4]1[CH:5]=[C:6]([F:23])[C:7]([N:10]2[CH2:15][CH2:14][N:13](C(OC(C)(C)C)=O)[CH2:12][CH2:11]2)=[N:8][CH:9]=1.Cl.C(OCC)C. The catalyst class is: 269.